Predict the reactants needed to synthesize the given product. From a dataset of Full USPTO retrosynthesis dataset with 1.9M reactions from patents (1976-2016). (1) Given the product [Cl:1][C:2]1[CH:31]=[CH:30][CH:29]=[CH:28][C:3]=1[CH2:4][C:5]1[C:9]([N:10]2[CH2:15][CH2:14][CH2:13][C@@H:12]([NH:16][C:17](=[O:23])[O:18][C:19]([CH3:22])([CH3:20])[CH3:21])[CH2:11]2)=[N:8][N:7]2[C:6]=1[C:24](=[O:25])[NH:26][N:27]=[C:40]2[C:39]([F:44])([F:43])[F:38], predict the reactants needed to synthesize it. The reactants are: [Cl:1][C:2]1[CH:31]=[CH:30][CH:29]=[CH:28][C:3]=1[CH2:4][C:5]1[C:6]([C:24]([NH:26][NH2:27])=[O:25])=[N:7][NH:8][C:9]=1[N:10]1[CH2:15][CH2:14][CH2:13][C@@H:12]([NH:16][C:17](=[O:23])[O:18][C:19]([CH3:22])([CH3:21])[CH3:20])[CH2:11]1.C(=O)([O-])[O-].[K+].[K+].[F:38][C:39]([F:44])([F:43])[C:40](O)=O. (2) Given the product [Br:1][C:2]1[CH:7]=[CH:6][N:5]2[C:8](=[O:15])[N:9]([CH2:11][CH:12]([CH3:14])[CH3:13])[N:10]=[C:4]2[C:3]=1[C:21]1[CH:22]=[CH:23][C:18]([CH3:17])=[CH:19][CH:20]=1, predict the reactants needed to synthesize it. The reactants are: [Br:1][C:2]1[CH:7]=[CH:6][N:5]2[C:8](=[O:15])[N:9]([CH2:11][CH:12]([CH3:14])[CH3:13])[N:10]=[C:4]2[C:3]=1I.[CH3:17][C:18]1[CH:23]=[CH:22][C:21](B(O)O)=[CH:20][CH:19]=1.C([O-])([O-])=O.[K+].[K+]. (3) Given the product [CH:37]1([N:28]2[CH2:29][C:30]([F:35])([F:36])[C:31](=[O:34])[N:32]([CH3:33])[C:26]3[CH:25]=[N:24][C:23]([NH:22][C:19]4[CH:20]=[CH:21][C:16]([C:15]([NH:14][CH:11]5[CH2:10][CH2:9][NH:8][CH2:13][CH2:12]5)=[O:44])=[CH:17][CH:18]=4)=[N:43][C:27]2=3)[CH2:42][CH2:41][CH2:40][CH2:39][CH2:38]1, predict the reactants needed to synthesize it. The reactants are: C(OC([N:8]1[CH2:13][CH2:12][CH:11]([NH:14][C:15](=[O:44])[C:16]2[CH:21]=[CH:20][C:19]([NH:22][C:23]3[N:24]=[CH:25][C:26]4[N:32]([CH3:33])[C:31](=[O:34])[C:30]([F:36])([F:35])[CH2:29][N:28]([CH:37]5[CH2:42][CH2:41][CH2:40][CH2:39][CH2:38]5)[C:27]=4[N:43]=3)=[CH:18][CH:17]=2)[CH2:10][CH2:9]1)=O)(C)(C)C.FC(F)(F)C(O)=O.